The task is: Predict the product of the given reaction.. This data is from Forward reaction prediction with 1.9M reactions from USPTO patents (1976-2016). (1) Given the reactants Cl.CN(C)CCCN=C=NCC.OC1C=CC=C[N+]=1[O-].[F:21][C:22]1[CH:23]=[C:24]2[C:29](=[CH:30][CH:31]=1)[N:28]=[CH:27][CH:26]=[C:25]2[O:32][C:33]1[CH:34]=[C:35]([O:43][CH3:44])[C:36]([CH2:39][C:40](O)=[O:41])=[N:37][CH:38]=1.[NH2:45][C:46]1[CH:50]=[C:49]([CH:51]([CH3:53])[CH3:52])[NH:48][N:47]=1.C(N(C(C)C)CC)(C)C, predict the reaction product. The product is: [CH:51]([C:49]1[NH:48][N:47]=[C:46]([NH:45][C:40](=[O:41])[CH2:39][C:36]2[C:35]([O:43][CH3:44])=[CH:34][C:33]([O:32][C:25]3[C:24]4[C:29](=[CH:30][CH:31]=[C:22]([F:21])[CH:23]=4)[N:28]=[CH:27][CH:26]=3)=[CH:38][N:37]=2)[CH:50]=1)([CH3:53])[CH3:52]. (2) Given the reactants [Cl:1][C:2]1[CH:3]=[CH:4][C:5]([C:28]([F:31])([F:30])[F:29])=[C:6]([CH:27]=1)[CH2:7][N:8]1[CH2:13][CH2:12][NH:11][C:10]2[N:14]=[CH:15][C:16]([C:18]3[CH:26]=[CH:25][C:21]([C:22](O)=[O:23])=[CH:20][CH:19]=3)=[CH:17][C:9]1=2.[N:32]1([CH2:38][CH2:39][C:40]2[CH:45]=[CH:44][CH:43]=[CH:42][N:41]=2)[CH2:37][CH2:36][NH:35][CH2:34][CH2:33]1, predict the reaction product. The product is: [Cl:1][C:2]1[CH:3]=[CH:4][C:5]([C:28]([F:30])([F:29])[F:31])=[C:6]([CH:27]=1)[CH2:7][N:8]1[CH2:13][CH2:12][NH:11][C:10]2[N:14]=[CH:15][C:16]([C:18]3[CH:19]=[CH:20][C:21]([C:22]([N:35]4[CH2:36][CH2:37][N:32]([CH2:38][CH2:39][C:40]5[CH:45]=[CH:44][CH:43]=[CH:42][N:41]=5)[CH2:33][CH2:34]4)=[O:23])=[CH:25][CH:26]=3)=[CH:17][C:9]1=2. (3) The product is: [Br:10][C:11]1[C:12]([CH:25]=[O:2])=[CH:13][C:14]([O:23][CH3:24])=[C:15]([CH:17]([CH3:22])[C:18]([O:20][CH3:21])=[O:19])[CH:16]=1. Given the reactants [N+](C(C)C)([O-])=[O:2].C[O-].[Na+].[Br:10][C:11]1[C:12]([CH2:25]Br)=[CH:13][C:14]([O:23][CH3:24])=[C:15]([CH:17]([CH3:22])[C:18]([O:20][CH3:21])=[O:19])[CH:16]=1, predict the reaction product. (4) Given the reactants C([O-])(=O)C.[Na+].C([C:8]1[CH:18]=[CH:17][C:16]([O:19][CH3:20])=[CH:15][C:9]=1[O:10][CH2:11][C:12](O)=O)=O.O, predict the reaction product. The product is: [CH3:20][O:19][C:16]1[CH:17]=[CH:18][C:8]2[CH:12]=[CH:11][O:10][C:9]=2[CH:15]=1. (5) Given the reactants [CH3:1][N:2]1[CH:6]=[C:5]([N+:7]([O-])=O)[C:4]([N:10]2[CH2:14][CH2:13][N:12]([C:15]([O:17][C:18]([CH3:21])([CH3:20])[CH3:19])=[O:16])[C:11]2=[O:22])=[N:3]1.[C:23](O[C:23]([O:25][C:26]([CH3:29])([CH3:28])[CH3:27])=[O:24])([O:25][C:26]([CH3:29])([CH3:28])[CH3:27])=[O:24], predict the reaction product. The product is: [C:26]([O:25][C:23]([NH:7][C:5]1[C:4]([N:10]2[CH2:14][CH2:13][N:12]([C:15]([O:17][C:18]([CH3:21])([CH3:20])[CH3:19])=[O:16])[C:11]2=[O:22])=[N:3][N:2]([CH3:1])[CH:6]=1)=[O:24])([CH3:29])([CH3:28])[CH3:27]. (6) Given the reactants Br[C:2]1[CH:7]=[C:6]([F:8])[C:5]([CH2:9][OH:10])=[C:4]([F:11])[CH:3]=1.[CH3:12][N:13](C=O)C, predict the reaction product. The product is: [F:11][C:4]1[CH:3]=[C:2]([CH:7]=[C:6]([F:8])[C:5]=1[CH2:9][OH:10])[C:12]#[N:13]. (7) The product is: [CH3:1][C:21]1[CH:22]=[C:15]([C:14]([F:23])([F:24])[F:13])[CH:16]=[CH:17][C:18]=1[CH:19]=[O:20]. Given the reactants [CH3:1]N(C)CCNC.C([Li])CCC.[F:13][C:14]([F:24])([F:23])[C:15]1[CH:22]=[CH:21][C:18]([CH:19]=[O:20])=[CH:17][CH:16]=1.CI.Cl, predict the reaction product. (8) Given the reactants [CH2:1]([C@H:3]1[N:12]([CH:13]([CH3:15])[CH3:14])[C:11]2[N:10]=[C:9]([NH:16][C:17]3[CH:18]=[CH:19][C:20]([C:26](O)=[O:27])=[C:21]4[C:25]=3[O:24][CH2:23][CH2:22]4)[N:8]=[CH:7][C:6]=2[N:5]([CH3:29])[C:4]1=[O:30])[CH3:2].F[B-](F)(F)F.N1(OC(N(C)C)=[N+](C)C)C2C=CC=CC=2N=N1.C(N(C(C)C)CC)(C)C.[NH2:62][CH2:63][C@@H:64]([OH:73])[CH2:65][N:66]1[CH2:71][CH2:70][N:69]([CH3:72])[CH2:68][CH2:67]1.C(=O)([O-])[O-].[Na+].[Na+], predict the reaction product. The product is: [CH2:1]([C@H:3]1[N:12]([CH:13]([CH3:14])[CH3:15])[C:11]2[N:10]=[C:9]([NH:16][C:17]3[CH:18]=[CH:19][C:20]([C:26]([NH:62][CH2:63][C@@H:64]([OH:73])[CH2:65][N:66]4[CH2:67][CH2:68][N:69]([CH3:72])[CH2:70][CH2:71]4)=[O:27])=[C:21]4[C:25]=3[O:24][CH2:23][CH2:22]4)[N:8]=[CH:7][C:6]=2[N:5]([CH3:29])[C:4]1=[O:30])[CH3:2]. (9) Given the reactants [NH2:1][C:2]1[CH:30]=[CH:29][C:5]([CH2:6][C:7]2[NH:15][C:14]3[C:13](=[O:16])[N:12]([CH2:17][C:18]4[CH:23]=[CH:22][CH:21]=[CH:20][CH:19]=4)[C:11](=[O:24])[N:10]([CH2:25][CH2:26][CH2:27][CH3:28])[C:9]=3[N:8]=2)=[CH:4][CH:3]=1.[C:31]1(=O)[O:36][C:34](=[O:35])[CH2:33][CH2:32]1, predict the reaction product. The product is: [CH2:17]([N:12]1[C:13](=[O:16])[C:14]2[NH:15][C:7]([CH2:6][C:5]3[CH:4]=[CH:3][C:2]([N:1]4[C:34](=[O:35])[CH2:33][CH2:32][C:31]4=[O:36])=[CH:30][CH:29]=3)=[N:8][C:9]=2[N:10]([CH2:25][CH2:26][CH2:27][CH3:28])[C:11]1=[O:24])[C:18]1[CH:23]=[CH:22][CH:21]=[CH:20][CH:19]=1. (10) Given the reactants Cl[C:2]1[N:3]=[N:4][C:5]([C:8]2[CH:13]=[CH:12][CH:11]=[CH:10][CH:9]=2)=[CH:6][CH:7]=1.[NH:14]1[C:22]2[C:17](=[CH:18][CH:19]=[CH:20][C:21]=2[C:23]([NH2:25])=[O:24])[CH:16]=[N:15]1, predict the reaction product. The product is: [C:8]1([C:5]2[N:4]=[N:3][C:2]([N:15]3[CH:16]=[C:17]4[C:22]([C:21]([C:23]([NH2:25])=[O:24])=[CH:20][CH:19]=[CH:18]4)=[N:14]3)=[CH:7][CH:6]=2)[CH:13]=[CH:12][CH:11]=[CH:10][CH:9]=1.